From a dataset of hERG potassium channel inhibition data for cardiac toxicity prediction from Karim et al.. Regression/Classification. Given a drug SMILES string, predict its toxicity properties. Task type varies by dataset: regression for continuous values (e.g., LD50, hERG inhibition percentage) or binary classification for toxic/non-toxic outcomes (e.g., AMES mutagenicity, cardiotoxicity, hepatotoxicity). Dataset: herg_karim. (1) The molecule is N[C@H](C(=O)N1CC[C@H](F)C1)[C@@H](C(=O)O)c1ccc(-c2ccc(F)cc2)cc1. The result is 0 (non-blocker). (2) The molecule is O=C1O[C@]2(CC[C@H](c3nc4cc(C(F)(F)F)ccc4[nH]3)CC2)CN1c1ccccc1. The result is 1 (blocker).